From a dataset of Peptide-MHC class II binding affinity with 134,281 pairs from IEDB. Regression. Given a peptide amino acid sequence and an MHC pseudo amino acid sequence, predict their binding affinity value. This is MHC class II binding data. (1) The peptide sequence is GARSLTTLLRALGAQ. The MHC is DRB1_0101 with pseudo-sequence DRB1_0101. The binding affinity (normalized) is 0.648. (2) The peptide sequence is FSGVAATESAYLAYR. The MHC is DRB1_0101 with pseudo-sequence DRB1_0101. The binding affinity (normalized) is 0.799.